From a dataset of Catalyst prediction with 721,799 reactions and 888 catalyst types from USPTO. Predict which catalyst facilitates the given reaction. Reactant: C[O-].[Na+].[Cl:4][C:5]1[CH:10]=[CH:9][C:8]([C@H:11]2[NH:16][C@@H:15]([C@@H:17]([O:19]C(=O)C3C=CC([N+]([O-])=O)=CC=3)[CH3:18])[CH2:14][O:13][CH2:12]2)=[CH:7][CH:6]=1. Product: [Cl:4][C:5]1[CH:6]=[CH:7][C:8]([C@H:11]2[NH:16][C@@H:15]([C@@H:17]([OH:19])[CH3:18])[CH2:14][O:13][CH2:12]2)=[CH:9][CH:10]=1. The catalyst class is: 5.